This data is from Catalyst prediction with 721,799 reactions and 888 catalyst types from USPTO. The task is: Predict which catalyst facilitates the given reaction. (1) Reactant: Br[CH2:2][C:3]1[C:8]([CH3:9])=[CH:7][CH:6]=[CH:5][C:4]=1[N:10]1[C:14](=[O:15])[N:13]([CH3:16])[N:12]=[N:11]1.[F:17][C:18]([F:33])([F:32])[O:19][C:20]1[CH:25]=[CH:24][C:23]([N:26]2[CH:30]=[CH:29][C:28]([OH:31])=[N:27]2)=[CH:22][CH:21]=1.C(=O)([O-])[O-].[K+].[K+].C(#N)C. Product: [F:33][C:18]([F:17])([F:32])[O:19][C:20]1[CH:25]=[CH:24][C:23]([N:26]2[CH:30]=[CH:29][C:28]([O:31][CH2:2][C:3]3[C:8]([CH3:9])=[CH:7][CH:6]=[CH:5][C:4]=3[N:10]3[C:14](=[O:15])[N:13]([CH3:16])[N:12]=[N:11]3)=[N:27]2)=[CH:22][CH:21]=1. The catalyst class is: 6. (2) Reactant: [N:1]1([C:6]2[CH:11]=[CH:10][C:9]([C:12]3[O:16][N:15]=[CH:14][CH:13]=3)=[CH:8][CH:7]=2)[CH:5]=[CH:4][N:3]=[CH:2]1.[Na:17]. Product: [OH:16][C:12]([C:9]1[CH:8]=[CH:7][C:6]([N:1]2[CH:5]=[CH:4][N:3]=[CH:2]2)=[CH:11][CH:10]=1)=[CH:13][C:14]#[N:15].[Na:17]. The catalyst class is: 8. (3) Reactant: [CH3:1][N:2]1[C:11]2[C:6](=[CH:7][CH:8]=[CH:9][CH:10]=2)[CH:5]=[C:4]([CH:12]=O)[C:3]1=[O:14].[NH2:15][CH2:16][CH:17]([CH:24]1[CH2:29][CH2:28][N:27]([C:30]([O:32][C:33]([CH3:36])([CH3:35])[CH3:34])=[O:31])[CH2:26][CH2:25]1)[C:18]1[CH:23]=[CH:22][CH:21]=[CH:20][CH:19]=1.C(O)(=O)C.C(O[BH-](OC(=O)C)OC(=O)C)(=O)C.[Na+]. Product: [CH3:1][N:2]1[C:11]2[C:6](=[CH:7][CH:8]=[CH:9][CH:10]=2)[CH:5]=[C:4]([CH2:12][NH:15][CH2:16][CH:17]([CH:24]2[CH2:25][CH2:26][N:27]([C:30]([O:32][C:33]([CH3:36])([CH3:35])[CH3:34])=[O:31])[CH2:28][CH2:29]2)[C:18]2[CH:23]=[CH:22][CH:21]=[CH:20][CH:19]=2)[C:3]1=[O:14]. The catalyst class is: 2. (4) Product: [OH:9][C@H:10]1[CH2:15][CH2:14][CH2:13][CH2:12][C@@H:11]1[NH:16][C:17]1[CH:37]=[C:36]([C:38]([F:41])([F:39])[F:40])[CH:35]=[CH:34][C:18]=1[C:19]([NH:21][C:22]1[CH:31]=[C:30]2[C:25]([CH2:26][CH2:27][C:28](=[O:33])[N:29]2[CH3:32])=[CH:24][CH:23]=1)=[O:20]. Reactant: Cl.C([O:9][C@H:10]1[CH2:15][CH2:14][CH2:13][CH2:12][C@@H:11]1[NH:16][C:17]1[CH:37]=[C:36]([C:38]([F:41])([F:40])[F:39])[CH:35]=[CH:34][C:18]=1[C:19]([NH:21][C:22]1[CH:31]=[C:30]2[C:25]([CH2:26][CH2:27][C:28](=[O:33])[N:29]2[CH3:32])=[CH:24][CH:23]=1)=[O:20])C1C=CC=CC=1.C(=O)(O)[O-].[Na+]. The catalyst class is: 349. (5) Reactant: [CH3:1][N:2]1[C:10]2[C:5](=[CH:6][CH:7]=[CH:8][CH:9]=2)[CH:4]=[C:3]1[C:11]([OH:13])=O.[NH2:14][C@H:15]([C:23]([NH:25][C@H:26]([CH:39]=[O:40])[CH2:27][C:28](=[N:34][NH:35][C:36]([NH2:38])=[O:37])[O:29][C:30]([CH3:33])([CH3:32])[CH3:31])=[O:24])[CH2:16][C:17]1[CH:22]=[CH:21][CH:20]=[CH:19][CH:18]=1.CCN=C=NCCCN(C)C.CCOCC. Product: [CH3:1][N:2]1[C:10]2[C:5](=[CH:6][CH:7]=[CH:8][CH:9]=2)[CH:4]=[C:3]1[C:11]([NH:14][C@H:15]([C:23]([NH:25][C@H:26]([CH:39]=[O:40])[CH2:27][C:28](=[N:34][NH:35][C:36]([NH2:38])=[O:37])[O:29][C:30]([CH3:32])([CH3:33])[CH3:31])=[O:24])[CH2:16][C:17]1[CH:18]=[CH:19][CH:20]=[CH:21][CH:22]=1)=[O:13]. The catalyst class is: 64.